Dataset: Forward reaction prediction with 1.9M reactions from USPTO patents (1976-2016). Task: Predict the product of the given reaction. (1) Given the reactants Cl[CH2:2][CH:3]1[C:11]2[C:10]3[CH:12]=[CH:13][CH:14]=[C:15]([C:16](=[O:19])[NH:17][CH3:18])[C:9]=3[C:8]([OH:20])=[CH:7][C:6]=2[N:5]([C:21](OC(C)(C)C)=[O:22])[CH2:4]1.CCN=C=N[CH2:33][CH2:34][CH2:35][N:36]([CH3:38])C.[ClH:39], predict the reaction product. The product is: [NH:36]1[C:38]2[C:33](=[CH:10][CH:9]=[CH:8][CH:7]=2)[CH:34]=[C:35]1[C:21]([NH:5][C:4]1[CH:3]=[C:11]2[C:35](=[CH:34][CH:33]=1)[NH:36][C:38]([C:21]([N:5]1[C:6]3[CH:7]=[C:8]([OH:20])[C:9]4[C:15]([C:16]([NH:17][CH3:18])=[O:19])=[CH:14][CH:13]=[CH:12][C:10]=4[C:11]=3[CH:3]([CH2:2][Cl:39])[CH2:4]1)=[O:22])=[CH:6]2)=[O:22]. (2) Given the reactants [Br:1][C:2]1[CH:3]=[C:4]2[C:10]([I:11])=[CH:9][NH:8][C:5]2=[N:6][CH:7]=1.[H-].[Na+].[C:14]1([CH3:24])[CH:19]=[CH:18][C:17]([S:20](Cl)(=[O:22])=[O:21])=[CH:16][CH:15]=1, predict the reaction product. The product is: [Br:1][C:2]1[CH:3]=[C:4]2[C:10]([I:11])=[CH:9][N:8]([S:20]([C:17]3[CH:18]=[CH:19][C:14]([CH3:24])=[CH:15][CH:16]=3)(=[O:22])=[O:21])[C:5]2=[N:6][CH:7]=1. (3) Given the reactants Cl.[F:2][C:3]1[CH:8]=[CH:7][C:6]([C:9](=[O:23])[CH:10]([NH2:22])[CH2:11][C:12]2[CH:17]=[CH:16][C:15]([C:18]([F:21])([F:20])[F:19])=[CH:14][CH:13]=2)=[CH:5][CH:4]=1.[CH2:24]([O:26][C:27]1[CH:36]=[CH:35][C:34]2[C:29](=[CH:30][CH:31]=[CH:32][CH:33]=2)[C:28]=1[C:37](O)=[O:38])[CH3:25].Cl.C(N=C=NCCCN(C)C)C.ON1C2C=CC=CC=2N=N1.C1CCN2C(=NCCC2)CC1.Cl, predict the reaction product. The product is: [CH2:24]([O:26][C:27]1[CH:36]=[CH:35][C:34]2[C:29](=[CH:30][CH:31]=[CH:32][CH:33]=2)[C:28]=1[C:37]([NH:22][CH:10]([CH2:11][C:12]1[CH:17]=[CH:16][C:15]([C:18]([F:21])([F:20])[F:19])=[CH:14][CH:13]=1)[C:9]([C:6]1[CH:5]=[CH:4][C:3]([F:2])=[CH:8][CH:7]=1)=[O:23])=[O:38])[CH3:25]. (4) Given the reactants [OH:1][C:2]1[C:7]([CH2:8][CH2:9][CH3:10])=[C:6]([OH:11])[CH:5]=[CH:4][C:3]=1[C:12](=[O:14])[CH3:13].[N+:15]([C:18]1[CH:25]=[CH:24][C:21]([CH2:22]Br)=[CH:20][CH:19]=1)([O-:17])=[O:16].C([O-])([O-])=O.[K+].[K+], predict the reaction product. The product is: [OH:1][C:2]1[C:7]([CH2:8][CH2:9][CH3:10])=[C:6]([O:11][CH2:22][C:21]2[CH:24]=[CH:25][C:18]([N+:15]([O-:17])=[O:16])=[CH:19][CH:20]=2)[CH:5]=[CH:4][C:3]=1[C:12](=[O:14])[CH3:13]. (5) Given the reactants C([N:8]1[CH2:12][C@@H:11]([O:13][CH3:14])[C@H:10]([O:15][CH2:16][C:17]2[CH:22]=[CH:21][CH:20]=[CH:19][CH:18]=2)[CH2:9]1)C1C=CC=CC=1.[H][H], predict the reaction product. The product is: [CH2:16]([O:15][C@H:10]1[C@H:11]([O:13][CH3:14])[CH2:12][NH:8][CH2:9]1)[C:17]1[CH:18]=[CH:19][CH:20]=[CH:21][CH:22]=1. (6) Given the reactants [CH2:1]([C:4]1[S:31][C:7]2[N:8]=[C:9]([N:25]3[CH2:29][CH2:28][C@H:27]([NH2:30])[CH2:26]3)[N:10]=[C:11]([N:12]3[CH2:17][CH2:16][N:15]4[C:18]([C:21]([F:24])([F:23])[F:22])=[N:19][N:20]=[C:14]4[CH2:13]3)[C:6]=2[CH:5]=1)[CH2:2][CH3:3].[C:32](O)(=[O:35])[CH2:33][OH:34].C(Cl)CCl.C1C=CC2N(O)N=NC=2C=1.C(N(C(C)C)CC)(C)C, predict the reaction product. The product is: [OH:35][CH2:32][C:33]([NH:30][C@H:27]1[CH2:28][CH2:29][N:25]([C:9]2[N:10]=[C:11]([N:12]3[CH2:17][CH2:16][N:15]4[C:18]([C:21]([F:22])([F:23])[F:24])=[N:19][N:20]=[C:14]4[CH2:13]3)[C:6]3[CH:5]=[C:4]([CH2:1][CH2:2][CH3:3])[S:31][C:7]=3[N:8]=2)[CH2:26]1)=[O:34]. (7) Given the reactants CN1C2C(=C(N)C=CC=2)C=N1.N(C1C=CC=CC=1OC)=C=S.CS([C:27]1[CH:28]=[CH:29][C:30]([O:47][CH3:48])=[C:31]([NH:33][C:34]([NH:36][C:37]2[CH:45]=[CH:44][CH:43]=[C:42]3[C:38]=2[CH:39]=[N:40][N:41]3[CH3:46])=[S:35])[CH:32]=1)(=O)=O, predict the reaction product. The product is: [CH3:48][O:47][C:30]1[CH:29]=[CH:28][CH:27]=[CH:32][C:31]=1[NH:33][C:34]([NH:36][C:37]1[CH:45]=[CH:44][CH:43]=[C:42]2[C:38]=1[CH:39]=[N:40][N:41]2[CH3:46])=[S:35]. (8) The product is: [CH3:14][C:10]1([CH3:13])[O:9][C:8]2[CH:15]=[CH:16][C:5]([C@H:3]3[O:4][C:17](=[O:18])[NH:1][CH2:2]3)=[CH:6][C:7]=2[CH2:12][O:11]1. Given the reactants [NH2:1][CH2:2][C@@H:3]([C:5]1[CH:16]=[CH:15][C:8]2[O:9][C:10]([CH3:14])([CH3:13])[O:11][CH2:12][C:7]=2[CH:6]=1)[OH:4].[C:17](N1C=CN=C1)(N1C=CN=C1)=[O:18].C(N(CC)CC)C, predict the reaction product. (9) Given the reactants Br[C:2]1[CH:7]=[CH:6][CH:5]=[CH:4][C:3]=1[Br:8].[CH3:9][O:10][C:11]1[CH:12]=[C:13](B(O)O)[CH:14]=[CH:15][CH:16]=1.C(=O)([O-])[O-].[Na+].[Na+], predict the reaction product. The product is: [Br:8][C:3]1[CH:4]=[CH:5][CH:6]=[CH:7][C:2]=1[C:15]1[CH:14]=[CH:13][CH:12]=[C:11]([O:10][CH3:9])[CH:16]=1.